This data is from Reaction yield outcomes from USPTO patents with 853,638 reactions. The task is: Predict the reaction yield, written as a fraction of the theoretical maximum amount of product (1.0 means a 100% yield; for example, 0.34 means a 34% yield). The reactants are [F-].[K+].[C:3](=O)([O-])O.[K+].OO.C[Si](C)(C[CH2:19][C:20]([CH3:26])([CH3:25])[CH2:21][CH:22]([OH:24])[CH3:23])C1C=CC=CN=1.[CH3:28][OH:29]. The catalyst is O1CCCC1.O. The product is [CH3:3][C:22]([OH:24])([CH2:21][C:20]([CH3:19])([CH3:25])[CH2:26][CH2:28][OH:29])[CH3:23]. The yield is 0.990.